This data is from Peptide-MHC class II binding affinity with 134,281 pairs from IEDB. The task is: Regression. Given a peptide amino acid sequence and an MHC pseudo amino acid sequence, predict their binding affinity value. This is MHC class II binding data. The peptide sequence is PFTVRYTTEGGTKTE. The MHC is DRB3_0101 with pseudo-sequence DRB3_0101. The binding affinity (normalized) is 0.183.